This data is from Reaction yield outcomes from USPTO patents with 853,638 reactions. The task is: Predict the reaction yield, written as a fraction of the theoretical maximum amount of product (1.0 means a 100% yield; for example, 0.34 means a 34% yield). (1) The reactants are C([NH:5][S:6]([C:9]1[CH:14]=[CH:13][CH:12]=[C:11]([C:15]2[N:16]=[CH:17][N:18]([C:20]3[N:25]=[C:24]([C:26]([F:29])([F:28])[F:27])[CH:23]=[C:22]([C:30]4[CH:35]=[CH:34][C:33]([F:36])=[C:32]([F:37])[CH:31]=4)[N:21]=3)[CH:19]=2)[CH:10]=1)(=[O:8])=[O:7])(C)(C)C.C(O)(C(F)(F)F)=O. The catalyst is ClCCl. The product is [F:37][C:32]1[CH:31]=[C:30]([C:22]2[CH:23]=[C:24]([C:26]([F:27])([F:28])[F:29])[N:25]=[C:20]([N:18]3[CH:19]=[C:15]([C:11]4[CH:10]=[C:9]([S:6]([NH2:5])(=[O:7])=[O:8])[CH:14]=[CH:13][CH:12]=4)[N:16]=[CH:17]3)[N:21]=2)[CH:35]=[CH:34][C:33]=1[F:36]. The yield is 0.120. (2) The reactants are [OH:1][CH:2]([C:11]1[CH:16]=[CH:15][C:14]([CH2:17][S:18][CH2:19][CH2:20][C:21]([O:23][CH3:24])=[O:22])=[CH:13][CH:12]=1)[CH2:3][C:4]([O:6][C:7]([CH3:10])([CH3:9])[CH3:8])=[O:5].C([O-])(=O)C.[Na+].[Cr](O[Cr]([O-])(=O)=O)([O-])(=O)=O.[NH+]1C=CC=CC=1.[NH+]1C=CC=CC=1.C(OCC)C. The catalyst is ClCCl. The product is [CH3:24][O:23][C:21](=[O:22])[CH2:20][CH2:19][S:18][CH2:17][C:14]1[CH:15]=[CH:16][C:11]([C:2](=[O:1])[CH2:3][C:4]([O:6][C:7]([CH3:8])([CH3:9])[CH3:10])=[O:5])=[CH:12][CH:13]=1. The yield is 0.710. (3) The catalyst is C1COCC1. The reactants are Cl[C:2]([O:4][CH3:5])=[O:3].[NH2:6][CH:7]([CH2:11][C:12]#[N:13])[C:8]([OH:10])=[O:9].[OH-].[Na+].Cl. The yield is 0.200. The product is [C:12]([CH2:11][CH:7]([NH:6][C:2]([O:4][CH3:5])=[O:3])[C:8]([OH:10])=[O:9])#[N:13]. (4) The reactants are C(OC([C:11]1[C:19]2[C:14](=[CH:15][CH:16]=[C:17](CCOS(C)(=O)=O)[CH:18]=2)[NH:13][C:12]=1C)=O)C1C=CC=CC=1.OC1CC[NH:32]CC1. The catalyst is O1CCOCC1. The product is [NH:13]1[C:14]2[C:19](=[CH:18][CH:17]=[CH:16][CH:15]=2)[CH:11]=[C:12]1[NH2:32]. The yield is 0.660. (5) The reactants are [CH3:1][O:2][C:3]1[C:4]([C:23]2[CH:28]=[CH:27][CH:26]=[CH:25][C:24]=2[O:29][CH3:30])=[CH:5][C:6]2[C:12]([C:13]3[CH:14]=[C:15]([CH:18]=[CH:19][CH:20]=3)[C:16]#[N:17])=[N:11][CH2:10][C:9](=[O:21])[NH:8][C:7]=2[CH:22]=1.[CH2:31](Br)[C:32]1[CH:37]=[CH:36][CH:35]=[CH:34][CH:33]=1. No catalyst specified. The product is [CH2:31]([N:8]1[C:7]2[CH:22]=[C:3]([O:2][CH3:1])[C:4]([C:23]3[CH:28]=[CH:27][CH:26]=[CH:25][C:24]=3[O:29][CH3:30])=[CH:5][C:6]=2[C:12]([C:13]2[CH:14]=[C:15]([CH:18]=[CH:19][CH:20]=2)[C:16]#[N:17])=[N:11][CH2:10][C:9]1=[O:21])[C:32]1[CH:37]=[CH:36][CH:35]=[CH:34][CH:33]=1. The yield is 0.900. (6) The reactants are Br[C:2]1[C:3]2[N:4]([CH:14]=[CH:15][N:16]=2)[N:5]=[C:6]([C:8]2[CH:13]=[CH:12][CH:11]=[CH:10][CH:9]=2)[CH:7]=1.[CH3:17][C:18]1([CH3:30])[CH2:22][CH2:21][N:20]([C:23]2[N:28]=[C:27]([NH2:29])[CH:26]=[CH:25][CH:24]=2)[CH2:19]1.C1C=CC(P(C2C(C3C(P(C4C=CC=CC=4)C4C=CC=CC=4)=CC=C4C=3C=CC=C4)=C3C(C=CC=C3)=CC=2)C2C=CC=CC=2)=CC=1.C([O-])([O-])=O.[Cs+].[Cs+]. The catalyst is O1CCOCC1.C1C=CC(/C=C/C(/C=C/C2C=CC=CC=2)=O)=CC=1.C1C=CC(/C=C/C(/C=C/C2C=CC=CC=2)=O)=CC=1.C1C=CC(/C=C/C(/C=C/C2C=CC=CC=2)=O)=CC=1.[Pd].[Pd]. The product is [CH3:17][C:18]1([CH3:30])[CH2:22][CH2:21][N:20]([C:23]2[N:28]=[C:27]([NH:29][C:2]3[C:3]4[N:4]([CH:14]=[CH:15][N:16]=4)[N:5]=[C:6]([C:8]4[CH:13]=[CH:12][CH:11]=[CH:10][CH:9]=4)[CH:7]=3)[CH:26]=[CH:25][CH:24]=2)[CH2:19]1. The yield is 0.260. (7) The reactants are [CH3:1][S:2](Cl)(=[O:4])=[O:3].[F:6][C:7]([F:34])([F:33])[C:8]1[N:12]2[N:13]=[C:14]([N:17]3[CH2:22][CH2:21][CH:20]([C:23]4[CH:32]=[CH:31][C:26]([O:27][CH2:28][CH2:29][OH:30])=[CH:25][CH:24]=4)[CH2:19][CH2:18]3)[CH2:15][CH2:16][C:11]2=[N:10][N:9]=1.C(N(CC)CC)C. The catalyst is C(Cl)Cl. The product is [CH3:1][S:2]([O:30][CH2:29][CH2:28][O:27][C:26]1[CH:31]=[CH:32][C:23]([CH:20]2[CH2:21][CH2:22][N:17]([C:14]3[CH2:15][CH2:16][C:11]4[N:12]([C:8]([C:7]([F:6])([F:33])[F:34])=[N:9][N:10]=4)[N:13]=3)[CH2:18][CH2:19]2)=[CH:24][CH:25]=1)(=[O:4])=[O:3]. The yield is 0.960.